This data is from Catalyst prediction with 721,799 reactions and 888 catalyst types from USPTO. The task is: Predict which catalyst facilitates the given reaction. (1) Reactant: [F:1][C:2]([F:11])([F:10])[C:3]1[CH:8]=[CH:7][C:6]([OH:9])=[CH:5][CH:4]=1.[H-].[Na+:13]. Product: [F:1][C:2]([F:10])([F:11])[C:3]1[CH:8]=[CH:7][C:6]([O-:9])=[CH:5][CH:4]=1.[Na+:13]. The catalyst class is: 1. (2) Reactant: [O:1]=[C:2]1[NH:6][C@H:5]([C:7]([O:9][CH2:10][CH3:11])=[O:8])[CH2:4][CH2:3]1.[C:12]([O:16][C:17](O[C:17]([O:16][C:12]([CH3:15])([CH3:14])[CH3:13])=[O:18])=[O:18])([CH3:15])([CH3:14])[CH3:13]. Product: [O:1]=[C:2]1[N:6]([C:17]([O:16][C:12]([CH3:15])([CH3:14])[CH3:13])=[O:18])[C@H:5]([C:7]([O:9][CH2:10][CH3:11])=[O:8])[CH2:4][CH2:3]1. The catalyst class is: 599.